From a dataset of Experimentally validated miRNA-target interactions with 360,000+ pairs, plus equal number of negative samples. Binary Classification. Given a miRNA mature sequence and a target amino acid sequence, predict their likelihood of interaction. (1) The protein sequence of the target gene is MAASQCLCCSKFLFQRQNLACFLTNPHCGSLVNADGHGEVWTDWNNMSKFFQYGWRCTTNENTYSNRTLMGNWNQERYDLRNIVQPKPLPSQFGHYFETTYDTSYNNKMPLSTHRFKREPHWFPGHQPELDPPRYKCTEKSTYMNSYSKP. Result: 1 (interaction). The miRNA is hsa-miR-6747-3p with sequence UCCUGCCUUCCUCUGCACCAG. (2) The miRNA is hsa-miR-4435 with sequence AUGGCCAGAGCUCACACAGAGG. The protein sequence of the target gene is MSNKLLSPHPHSVVLRSEFKMASSPAVLRASRLYQWSLKSSAQFLGSPQLRQVGQIIRVPARMAATLILEPAGRCCWDEPVRIAVRGLAPEQPVTLRASLRDEKGALFQAHARYRADTLGELDLERAPALGGSFAGLEPMGLLWALEPEKPLVRLVKRDVRTPLAVELEVLDGHDPDPGRLLCQTRHERYFLPPGVRREPVRVGRVRGTLFLPPEPGPFPGIVDMFGTGGGLLEYRASLLAGKGFAVMALAYYNYEDLPKTMETLHLEYFEEAMNYLLSHPEVKGPGVGLLGISKGGELC.... Result: 1 (interaction).